From a dataset of Reaction yield outcomes from USPTO patents with 853,638 reactions. Predict the reaction yield, written as a fraction of the theoretical maximum amount of product (1.0 means a 100% yield; for example, 0.34 means a 34% yield). (1) The reactants are [Cl:1][C:2]1[CH:3]=[CH:4][C:5]([O:25][CH3:26])=[C:6]([C:8]2[C:12]([NH:13][C:14]([C:16]3[CH:17]=[N:18][N:19]4[CH:24]=[CH:23][CH:22]=[N:21][C:20]=34)=[O:15])=[CH:11][NH:10][N:9]=2)[CH:7]=1.C1(C)C=CC(S(O[CH2:37][CH2:38][Cl:39])(=O)=O)=CC=1.C(=O)([O-])[O-].[Cs+].[Cs+]. The catalyst is CN(C)C=O. The product is [Cl:1][C:2]1[CH:3]=[CH:4][C:5]([O:25][CH3:26])=[C:6]([C:8]2[C:12]([NH:13][C:14]([C:16]3[CH:17]=[N:18][N:19]4[CH:24]=[CH:23][CH:22]=[N:21][C:20]=34)=[O:15])=[CH:11][N:10]([CH2:37][CH2:38][Cl:39])[N:9]=2)[CH:7]=1. The yield is 0.770. (2) The reactants are [F:1][C:2]1[CH:7]=[CH:6][C:5]([N:8]2[CH:13]=[CH:12][CH:11]=[C:10]([C:14]([O:16]C)=[O:15])[C:9]2=[O:18])=[CH:4][CH:3]=1.[OH-].[Na+]. The catalyst is CO. The product is [F:1][C:2]1[CH:7]=[CH:6][C:5]([N:8]2[CH:13]=[CH:12][CH:11]=[C:10]([C:14]([OH:16])=[O:15])[C:9]2=[O:18])=[CH:4][CH:3]=1. The yield is 0.940.